Dataset: Full USPTO retrosynthesis dataset with 1.9M reactions from patents (1976-2016). Task: Predict the reactants needed to synthesize the given product. (1) Given the product [C:29]1([C:21]2([C:23]3[CH:24]=[CH:25][CH:26]=[CH:27][CH:28]=3)[C:20]([C:35]3[CH:36]=[CH:37][CH:38]=[CH:39][CH:40]=3)([C:41]3[CH:46]=[CH:45][CH:44]=[CH:43][CH:42]=3)[O:19][P:18]([O:11][C:9]3[CH:8]=[CH:7][CH:6]=[C:5]4[C:10]=3[N:1]=[CH:2][CH:3]=[CH:4]4)[O:22]2)[CH:34]=[CH:33][CH:32]=[CH:31][CH:30]=1, predict the reactants needed to synthesize it. The reactants are: [N:1]1[C:10]2[C:5](=[CH:6][CH:7]=[CH:8][C:9]=2[OH:11])[CH:4]=[CH:3][CH:2]=1.C([Li])CCC.Cl[P:18]1[O:22][C:21]([C:29]2[CH:34]=[CH:33][CH:32]=[CH:31][CH:30]=2)([C:23]2[CH:28]=[CH:27][CH:26]=[CH:25][CH:24]=2)[C:20]([C:41]2[CH:46]=[CH:45][CH:44]=[CH:43][CH:42]=2)([C:35]2[CH:40]=[CH:39][CH:38]=[CH:37][CH:36]=2)[O:19]1. (2) Given the product [N+:3]([C:6]1[CH:12]=[C:11]([I:1])[CH:10]=[CH:9][C:7]=1[NH2:8])([O-:5])=[O:4], predict the reactants needed to synthesize it. The reactants are: [I:1]Cl.[N+:3]([C:6]1[CH:12]=[CH:11][CH:10]=[CH:9][C:7]=1[NH2:8])([O-:5])=[O:4]. (3) Given the product [C:1]([O:4][CH:5]([CH2:11][C:12]1[N:13]=[CH:14][N:15]2[C:24]3[C:19](=[CH:20][CH:21]=[CH:22][CH:23]=3)[CH2:18][CH2:17][C:16]=12)[C:6]([O:8][CH2:9][CH3:10])=[O:7])(=[O:3])[CH3:2], predict the reactants needed to synthesize it. The reactants are: [C:1]([O:4][C:5](=[CH:11][C:12]1[N:13]=[CH:14][N:15]2[C:24]3[C:19](=[CH:20][CH:21]=[CH:22][CH:23]=3)[CH2:18][CH2:17][C:16]=12)[C:6]([O:8][CH2:9][CH3:10])=[O:7])(=[O:3])[CH3:2]. (4) Given the product [CH3:1][O:2][C:3]1[CH:8]=[CH:7][N:6]=[C:5]([CH2:9][CH2:10][C:11]2[NH:20][C:14]3=[N:15][CH:16]=[C:17]([C:23]4[CH:24]=[CH:25][S:21][CH:22]=4)[CH:18]=[C:13]3[N:12]=2)[CH:4]=1, predict the reactants needed to synthesize it. The reactants are: [CH3:1][O:2][C:3]1[CH:8]=[CH:7][N:6]=[C:5]([CH2:9][CH2:10][C:11]2[NH:20][C:14]3=[N:15][CH:16]=[C:17](I)[CH:18]=[C:13]3[N:12]=2)[CH:4]=1.[S:21]1[CH:25]=[CH:24][C:23](B(O)O)=[CH:22]1. (5) The reactants are: C([O-])C.[Na+].[C:5]([O:11][CH2:12][CH3:13])(=[O:10])[CH2:6][C:7]([CH3:9])=O.[F:14][C:15]([F:41])([F:40])[C:16]1[CH:17]=[C:18]([NH:22][N:23]=[C:24](OS(C2C=CC(C)=CC=2)(=O)=O)[C:25]([F:28])([F:27])[F:26])[CH:19]=[CH:20][CH:21]=1. Given the product [CH2:12]([O:11][C:5]([C:6]1[C:24]([C:25]([F:26])([F:27])[F:28])=[N:23][N:22]([C:18]2[CH:19]=[CH:20][CH:21]=[C:16]([C:15]([F:40])([F:41])[F:14])[CH:17]=2)[C:7]=1[CH3:9])=[O:10])[CH3:13], predict the reactants needed to synthesize it. (6) Given the product [O:46]1[CH2:47][CH2:48][O:49][CH:45]1[CH2:44][N:18]1[CH:19]=[C:20]([C:22]2[CH:27]=[CH:26][C:25]([F:28])=[C:24]([C:29]([F:32])([F:30])[F:31])[CH:23]=2)[N:21]=[C:17]1[CH:14]1[CH2:13][CH2:12][N:11]([C:9]([O:8][CH2:1][C:2]2[CH:7]=[CH:6][CH:5]=[CH:4][CH:3]=2)=[O:10])[CH2:16][CH2:15]1, predict the reactants needed to synthesize it. The reactants are: [CH2:1]([O:8][C:9]([N:11]1[CH2:16][CH2:15][CH:14]([C:17]2[NH:18][CH:19]=[C:20]([C:22]3[CH:27]=[CH:26][C:25]([F:28])=[C:24]([C:29]([F:32])([F:31])[F:30])[CH:23]=3)[N:21]=2)[CH2:13][CH2:12]1)=[O:10])[C:2]1[CH:7]=[CH:6][CH:5]=[CH:4][CH:3]=1.C[Si]([N-][Si](C)(C)C)(C)C.[Na+].Br[CH2:44][CH:45]1[O:49][CH2:48][CH2:47][O:46]1.CS(C)=O. (7) Given the product [CH3:1][O:2][C:3]1[CH:8]=[CH:7][C:6]([NH:9][C:19]2[N:24]=[CH:23][C:22]3=[CH:25][CH:26]=[C:27]([C:28]4[CH:33]=[CH:32][CH:31]=[CH:30][C:29]=4[N:34]([CH3:39])[S:35]([CH3:38])(=[O:37])=[O:36])[N:21]3[N:20]=2)=[CH:5][C:4]=1[N:10]1[CH2:15][CH2:14][O:13][CH2:12][CH2:11]1, predict the reactants needed to synthesize it. The reactants are: [CH3:1][O:2][C:3]1[CH:8]=[CH:7][C:6]([NH2:9])=[CH:5][C:4]=1[N:10]1[CH2:15][CH2:14][O:13][CH2:12][CH2:11]1.CS([C:19]1[N:24]=[CH:23][C:22]2=[CH:25][CH:26]=[C:27]([C:28]3[CH:33]=[CH:32][CH:31]=[CH:30][C:29]=3[N:34]([CH3:39])[S:35]([CH3:38])(=[O:37])=[O:36])[N:21]2[N:20]=1)=O.C(N(CC)C(C)C)(C)C.COCC(O)C. (8) Given the product [CH:55]1([C@@H:58]([NH:62][C:63]([C:14]2[C:15]([NH:21][C:11]([NH:10][C:3]3[C:2]([CH3:1])=[CH:7][C:6]([CH3:8])=[CH:5][C:4]=3[CH3:9])=[O:12])=[CH:16][C:17]3[C:18](=[CH:29][CH:24]=[CH:25][CH:26]=3)[CH:19]=2)=[O:65])[C:59]([OH:61])=[O:60])[CH2:54][CH2:53][CH2:52][CH2:57][CH2:56]1, predict the reactants needed to synthesize it. The reactants are: [CH3:1][C:2]1[CH:7]=[C:6]([CH3:8])[CH:5]=[C:4]([CH3:9])[C:3]=1[N:10]=[C:11]=[O:12].Cl[C:14]1[CH:19]=[CH:18][CH:17]=[C:16](C)[C:15]=1[N:21]=C=O.[CH2:24]1[CH2:29]CC(N(C(OCC2C3C(=CC=CC=3)C3C2=CC=CC=3)=O)CC(O)=O)[CH2:26][CH2:25]1.[CH2:52]1[CH2:57][CH2:56][CH:55]([C@H:58]([NH:62][C:63]([O:65]CC2C3C(=CC=CC=3)C3C2=CC=CC=3)=O)[C:59]([OH:61])=[O:60])[CH2:54][CH2:53]1.